From a dataset of Reaction yield outcomes from USPTO patents with 853,638 reactions. Predict the reaction yield, written as a fraction of the theoretical maximum amount of product (1.0 means a 100% yield; for example, 0.34 means a 34% yield). (1) The reactants are [CH2:1]([O:3][C:4]([C:6]1[CH:7]=[N:8][C:9]2[C:14]([C:15]=1Cl)=[CH:13][CH:12]=[CH:11][C:10]=2[O:17][CH3:18])=[O:5])[CH3:2].[NH2:19][CH2:20][CH2:21][CH3:22]. No catalyst specified. The product is [CH2:1]([O:3][C:4]([C:6]1[CH:7]=[N:8][C:9]2[C:14]([C:15]=1[NH:19][CH2:20][CH2:21][CH3:22])=[CH:13][CH:12]=[CH:11][C:10]=2[O:17][CH3:18])=[O:5])[CH3:2]. The yield is 1.00. (2) The reactants are [CH2:1]([O:8][CH2:9][C:10]1[CH:24]=[C:23]([O:25]COC)[CH:22]=[C:21]([O:29]COC)[C:11]=1[C:12]([NH:14][C:15]1[CH:20]=[CH:19][CH:18]=[CH:17][CH:16]=1)=[O:13])[C:2]1[CH:7]=[CH:6][CH:5]=[CH:4][CH:3]=1.Cl. The catalyst is C(O)C. The product is [CH2:1]([O:8][CH2:9][C:10]1[CH:24]=[C:23]([OH:25])[CH:22]=[C:21]([OH:29])[C:11]=1[C:12]([NH:14][C:15]1[CH:20]=[CH:19][CH:18]=[CH:17][CH:16]=1)=[O:13])[C:2]1[CH:3]=[CH:4][CH:5]=[CH:6][CH:7]=1. The yield is 0.920. (3) The reactants are [Cl:1][C:2]1[CH:8]=[C:7]([O:9][C:10]2[C:11]3[N:18]([CH3:19])[CH:17]=[CH:16][C:12]=3[N:13]=[CH:14][N:15]=2)[CH:6]=[CH:5][C:3]=1[NH2:4].C(N(CC)CC)C.[C:27]([C:30]1[CH:31]=[C:32]([N:36]=[C:37]=[O:38])[CH:33]=[CH:34][CH:35]=1)(=[O:29])[CH3:28]. The catalyst is O1CCCC1.O. The product is [C:27]([C:30]1[CH:31]=[C:32]([NH:36][C:37]([NH:4][C:3]2[CH:5]=[CH:6][C:7]([O:9][C:10]3[C:11]4[N:18]([CH3:19])[CH:17]=[CH:16][C:12]=4[N:13]=[CH:14][N:15]=3)=[CH:8][C:2]=2[Cl:1])=[O:38])[CH:33]=[CH:34][CH:35]=1)(=[O:29])[CH3:28]. The yield is 0.650. (4) The reactants are Br[CH2:2][CH2:3][CH:4]=[CH2:5].C(N(C(C)C)CC)(C)C.[CH3:15][O:16][C:17]1[CH:24]=[C:23]([O:25][CH3:26])[CH:22]=[CH:21][C:18]=1[CH2:19][NH2:20]. The catalyst is C(Cl)Cl. The product is [CH2:2]([NH:20][CH2:19][C:18]1[CH:21]=[CH:22][C:23]([O:25][CH3:26])=[CH:24][C:17]=1[O:16][CH3:15])[CH2:3][CH:4]=[CH2:5]. The yield is 0.400. (5) The reactants are [C:1]([O:5][C:6](=[O:16])[NH:7][C@H:8]1[CH2:13][CH2:12][C@@H:11]([CH2:14][NH2:15])[CH2:10][CH2:9]1)([CH3:4])([CH3:3])[CH3:2].[N+:17]([C:20]1[CH:21]=[C:22]([CH:26]=[CH:27][CH:28]=1)[C:23](Cl)=[O:24])([O-:19])=[O:18]. No catalyst specified. The product is [C:1]([O:5][C:6](=[O:16])[NH:7][C@H:8]1[CH2:9][CH2:10][C@@H:11]([CH2:14][NH:15][C:23](=[O:24])[C:22]2[CH:26]=[CH:27][CH:28]=[C:20]([N+:17]([O-:19])=[O:18])[CH:21]=2)[CH2:12][CH2:13]1)([CH3:4])([CH3:2])[CH3:3]. The yield is 0.750. (6) The reactants are [Cl:1][C:2]1[CH:3]=[C:4]([NH:9][C:10]([C:12]2[N:13]=[N:14][S:15][C:16]=2[CH2:17][O:18][Si:19]([CH:26]([CH3:28])[CH3:27])([CH:23]([CH3:25])[CH3:24])[CH:20]([CH3:22])[CH3:21])=O)[CH:5]=[CH:6][C:7]=1[F:8].COC1C=CC(P2(=S)SP(C3C=CC(OC)=CC=3)(=S)[S:38]2)=CC=1. The catalyst is C1COCC1. The product is [Cl:1][C:2]1[CH:3]=[C:4]([NH:9][C:10]([C:12]2[N:13]=[N:14][S:15][C:16]=2[CH2:17][O:18][Si:19]([CH:26]([CH3:28])[CH3:27])([CH:23]([CH3:25])[CH3:24])[CH:20]([CH3:22])[CH3:21])=[S:38])[CH:5]=[CH:6][C:7]=1[F:8]. The yield is 0.760. (7) The reactants are [NH2:1][C@@H:2]1[C:11]2[C:6](=[CH:7][CH:8]=[CH:9][CH:10]=2)[C@H:5]([OH:12])[CH2:4][CH2:3]1.[H-].[Na+].F[C:16]1[CH:17]=[CH:18][C:19]2[N:20]([C:22]([CH2:25][CH2:26][N:27]3[CH2:31][CH2:30][CH2:29][CH2:28]3)=[N:23][N:24]=2)[CH:21]=1. The catalyst is CN(C=O)C. The product is [N:27]1([CH2:26][CH2:25][C:22]2[N:20]3[CH:21]=[C:16]([O:12][C@H:5]4[C:6]5[C:11](=[CH:10][CH:9]=[CH:8][CH:7]=5)[C@@H:2]([NH2:1])[CH2:3][CH2:4]4)[CH:17]=[CH:18][C:19]3=[N:24][N:23]=2)[CH2:31][CH2:30][CH2:29][CH2:28]1. The yield is 0.640. (8) The reactants are [CH2:1]([C@@H:5]1[NH:10][CH2:9][C@H:8]([CH2:11][CH:12]([CH3:14])[CH3:13])[NH:7][C:6]1=[O:15])[CH:2]([CH3:4])[CH3:3].[F:16][C:17]1[CH:22]=[C:21]([F:23])[CH:20]=[CH:19][C:18]=1[C@@H:24]1[CH2:26][C@H:25]1[C:27](O)=[O:28].C([C@@H]1N(C(=O)/C=C/C2C=CC=CC=2)C[C@H](CC(C)C)NC1=O)C(C)C. No catalyst specified. The product is [F:16][C:17]1[CH:22]=[C:21]([F:23])[CH:20]=[CH:19][C:18]=1[C@H:24]1[CH2:26][C@@H:25]1[C:27]([N:10]1[CH2:9][C@H:8]([CH2:11][CH:12]([CH3:14])[CH3:13])[NH:7][C:6](=[O:15])[C@@H:5]1[CH2:1][CH:2]([CH3:4])[CH3:3])=[O:28]. The yield is 0.428. (9) The reactants are [CH3:1][O:2][C:3]1[CH:8]=[CH:7][C:6]([N+:9]([O-])=O)=[CH:5][C:4]=1[C:12]1[N:16]([CH3:17])[N:15]=[CH:14][CH:13]=1. The catalyst is C(O)(=O)C.[Zn]. The product is [CH3:1][O:2][C:3]1[CH:8]=[CH:7][C:6]([NH2:9])=[CH:5][C:4]=1[C:12]1[N:16]([CH3:17])[N:15]=[CH:14][CH:13]=1. The yield is 0.620.